This data is from Peptide-MHC class I binding affinity with 185,985 pairs from IEDB/IMGT. The task is: Regression. Given a peptide amino acid sequence and an MHC pseudo amino acid sequence, predict their binding affinity value. This is MHC class I binding data. (1) The peptide sequence is SSYRMGINK. The MHC is HLA-B27:03 with pseudo-sequence HLA-B27:03. The binding affinity (normalized) is 0.0847. (2) The peptide sequence is AEQASQDVKNW. The MHC is HLA-A33:01 with pseudo-sequence HLA-A33:01. The binding affinity (normalized) is 0. (3) The peptide sequence is RRWIQLGLQK. The MHC is HLA-B40:02 with pseudo-sequence HLA-B40:02. The binding affinity (normalized) is 0. (4) The peptide sequence is LTNKKYRCMA. The MHC is HLA-A02:06 with pseudo-sequence HLA-A02:06. The binding affinity (normalized) is 0. (5) The peptide sequence is RRWRRLTVC. The MHC is HLA-B57:01 with pseudo-sequence HLA-B57:01. The binding affinity (normalized) is 0.213. (6) The peptide sequence is RTSKAPLER. The MHC is HLA-B35:03 with pseudo-sequence HLA-B35:03. The binding affinity (normalized) is 0.